Dataset: Full USPTO retrosynthesis dataset with 1.9M reactions from patents (1976-2016). Task: Predict the reactants needed to synthesize the given product. (1) Given the product [CH2:1]([C:9]1[CH:14]=[CH:13][N:12]=[CH:11][C:10]=1[CH2:15][CH2:16][C:17]1[CH:18]=[CH:19][C:20]([C:21]([OH:23])=[O:22])=[CH:28][CH:29]=1)[CH2:2][C:3]1[CH:4]=[CH:5][CH:6]=[CH:7][CH:8]=1, predict the reactants needed to synthesize it. The reactants are: [CH2:1]([C:9]1[CH:14]=[CH:13][N:12]=[CH:11][C:10]=1[CH2:15][CH2:16][C:17]1[CH:29]=[CH:28][C:20]([C:21]([O:23]C(C)(C)C)=[O:22])=[CH:19][CH:18]=1)[CH2:2][C:3]1[CH:8]=[CH:7][CH:6]=[CH:5][CH:4]=1.FC(F)(F)C(O)=O. (2) The reactants are: Br[C:2]1[CH:3]=[C:4]([C:15]([NH:17][CH2:18][C:19]2[C:20](=[O:29])[NH:21][C:22]([CH3:28])=[CH:23][C:24]=2[CH2:25][CH2:26][CH3:27])=[O:16])[C:5]2[C:6]([CH3:14])=[N:7][N:8]([CH:11]([CH3:13])[CH3:12])[C:9]=2[CH:10]=1.[CH3:30][N:31]1[CH2:36][CH2:35][N:34]([C:37]2[CH:42]=[C:41](B3OC(C)(C)C(C)(C)O3)[CH:40]=[CH:39][N:38]=2)[CH2:33][CH2:32]1.C(=O)(O)[O-].[Na+]. Given the product [CH:11]([N:8]1[C:9]2[CH:10]=[C:2]([C:41]3[CH:40]=[CH:39][N:38]=[C:37]([N:34]4[CH2:33][CH2:32][N:31]([CH3:30])[CH2:36][CH2:35]4)[CH:42]=3)[CH:3]=[C:4]([C:15]([NH:17][CH2:18][C:19]3[C:20](=[O:29])[NH:21][C:22]([CH3:28])=[CH:23][C:24]=3[CH2:25][CH2:26][CH3:27])=[O:16])[C:5]=2[C:6]([CH3:14])=[N:7]1)([CH3:13])[CH3:12], predict the reactants needed to synthesize it. (3) Given the product [ClH:59].[CH3:21][N:23]([CH3:24])[C:18]([C@@H:17]1[CH2:16][C:15]2[C:10](=[CH:11][CH:12]=[CH:13][CH:14]=2)[CH2:9][NH:8]1)=[O:20], predict the reactants needed to synthesize it. The reactants are: C(OC([N:8]1[C@H:17]([C:18]([OH:20])=O)[CH2:16][C:15]2[C:10](=[CH:11][CH:12]=[CH:13][CH:14]=2)[CH2:9]1)=O)(C)(C)C.[CH2:21]([N:23](CC)[CH2:24]C)C.F[P-](F)(F)(F)(F)F.N1(O[P+](N(C)C)(N(C)C)N(C)C)C2C=CC=CC=2N=N1.CNC.C(Cl)[Cl:59]. (4) Given the product [Br:11][C:12]1[N:17]=[C:16]([C:18]([O:20][CH3:21])=[O:19])[C:15]([O:22][CH2:7][C:6]2[CH:9]=[CH:10][C:3]([O:2][CH3:1])=[CH:4][CH:5]=2)=[CH:14][CH:13]=1, predict the reactants needed to synthesize it. The reactants are: [CH3:1][O:2][C:3]1[CH:10]=[CH:9][C:6]([CH2:7]Br)=[CH:5][CH:4]=1.[Br:11][C:12]1[N:17]=[C:16]([C:18]([O:20][CH3:21])=[O:19])[C:15]([OH:22])=[CH:14][CH:13]=1.C([O-])([O-])=O.[K+].[K+]. (5) Given the product [NH:15]([C:35]([O:37][C:38]([CH3:41])([CH3:40])[CH3:39])=[O:36])[C@H:16]([C:25]([NH:1][C@H:2]([C:5]([OH:7])=[O:6])[CH2:3][SH:4])=[O:26])[CH2:17][C:18](=[O:24])[O:19][C:20]([CH3:23])([CH3:21])[CH3:22], predict the reactants needed to synthesize it. The reactants are: [NH2:1][C@H:2]([C:5]([OH:7])=[O:6])[CH2:3][SH:4].O.N1C=CC=CC=1.[NH:15]([C:35]([O:37][C:38]([CH3:41])([CH3:40])[CH3:39])=[O:36])[C@H:16]([C:25](ON1C(=O)CCC1=O)=[O:26])[CH2:17][C:18](=[O:24])[O:19][C:20]([CH3:23])([CH3:22])[CH3:21]. (6) Given the product [C:1]1([CH2:11][N:12]2[CH:17]=[CH:16][CH:15]=[C:14]([C:18]([OH:20])=[O:19])[C:13]2=[O:22])[C:10]2[C:5](=[CH:6][CH:7]=[CH:8][CH:9]=2)[CH:4]=[CH:3][CH:2]=1, predict the reactants needed to synthesize it. The reactants are: [C:1]1([CH2:11][N:12]2[CH:17]=[CH:16][CH:15]=[C:14]([C:18]([O:20]C)=[O:19])[C:13]2=[O:22])[C:10]2[C:5](=[CH:6][CH:7]=[CH:8][CH:9]=2)[CH:4]=[CH:3][CH:2]=1.[OH-].[Na+]. (7) Given the product [CH:15]1([N:10]2[CH2:9][CH2:8][C:7]3[CH:13]=[CH:14][C:4]([N+:1]([O-:3])=[O:2])=[CH:5][C:6]=3[CH2:12][CH2:11]2)[CH2:18][CH2:17][CH2:16]1, predict the reactants needed to synthesize it. The reactants are: [N+:1]([C:4]1[CH:14]=[CH:13][C:7]2[CH2:8][CH2:9][NH:10][CH2:11][CH2:12][C:6]=2[CH:5]=1)([O-:3])=[O:2].[C:15]1(=O)[CH2:18][CH2:17][CH2:16]1.C(O[BH-](OC(=O)C)OC(=O)C)(=O)C.[Na+].C(=O)([O-])O.[Na+]. (8) Given the product [NH2:38][C@H:39]1[CH2:44][CH2:43][CH2:42][N:41]([C:2]2[N:10]([CH2:11][CH:12]=[C:13]3[CH2:15][CH2:14]3)[C:9]3[C:8](=[O:16])[N:7]([CH2:21][C:22]4[C:31]5[C:26](=[CH:27][CH:28]=[CH:29][CH:30]=5)[CH:25]=[CH:24][N:23]=4)[CH:6]=[N:5][C:4]=3[C:3]=2[C:17]#[N:18])[CH2:40]1, predict the reactants needed to synthesize it. The reactants are: Br[C:2]1[N:10]([CH2:11][CH:12]=[C:13]2[CH2:15][CH2:14]2)[C:9]2[C:8](=[O:16])[NH:7][CH:6]=[N:5][C:4]=2[C:3]=1[C:17]#[N:18].Br.Br[CH2:21][C:22]1[C:31]2[C:26](=[CH:27][CH:28]=[CH:29][CH:30]=2)[CH:25]=[CH:24][N:23]=1.C(OC(=O)[NH:38][C@H:39]1[CH2:44][CH2:43][CH2:42][NH:41][CH2:40]1)(C)(C)C. (9) Given the product [C:1]1([C:7]2[C:20]([C:21]3[CH:22]=[CH:23][C:24]([C:27]4([NH2:31])[CH2:30][CH2:29][CH2:28]4)=[CH:25][CH:26]=3)=[N:19][C:10]3[CH2:11][CH2:12][C:13]4[CH:14]=[N:15][CH:16]=[N:17][C:18]=4[C:9]=3[CH:8]=2)[CH:6]=[CH:5][CH:4]=[CH:3][CH:2]=1, predict the reactants needed to synthesize it. The reactants are: [C:1]1([C:7]2[C:20]([C:21]3[CH:26]=[CH:25][C:24]([C:27]4([NH:31]C(=O)OC(C)(C)C)[CH2:30][CH2:29][CH2:28]4)=[CH:23][CH:22]=3)=[N:19][C:10]3[CH2:11][CH2:12][C:13]4[CH:14]=[N:15][CH:16]=[N:17][C:18]=4[C:9]=3[CH:8]=2)[CH:6]=[CH:5][CH:4]=[CH:3][CH:2]=1. (10) The reactants are: [C:1]([C:3]([CH3:11])=[C:4]([O-])[C:5]([O:7][CH2:8][CH3:9])=[O:6])#[N:2].[K+].[CH3:13][NH:14][NH2:15].Cl. Given the product [NH2:2][C:1]1[N:14]([CH3:13])[N:15]=[C:4]([C:5]([O:7][CH2:8][CH3:9])=[O:6])[C:3]=1[CH3:11], predict the reactants needed to synthesize it.